This data is from Reaction yield outcomes from USPTO patents with 853,638 reactions. The task is: Predict the reaction yield, written as a fraction of the theoretical maximum amount of product (1.0 means a 100% yield; for example, 0.34 means a 34% yield). (1) The reactants are C[O:2][C:3](=O)[C@H:4]([NH:15][S:16]([C:19]1[CH:24]=[C:23]([Br:25])[CH:22]=[CH:21][C:20]=1[O:26][CH:27]([CH3:29])[CH3:28])(=[O:18])=[O:17])[CH2:5][C:6]1[C:14]2[C:9](=[CH:10][CH:11]=[CH:12][CH:13]=2)[NH:8][CH:7]=1.[BH4-].[Li+].CO. The catalyst is C1COCC1. The product is [Br:25][C:23]1[CH:22]=[CH:21][C:20]([O:26][CH:27]([CH3:29])[CH3:28])=[C:19]([S:16]([NH:15][C@H:4]([CH2:5][C:6]2[C:14]3[C:9](=[CH:10][CH:11]=[CH:12][CH:13]=3)[NH:8][CH:7]=2)[CH2:3][OH:2])(=[O:17])=[O:18])[CH:24]=1. The yield is 0.820. (2) The reactants are [F:1][C:2]1[CH:3]=[C:4]([CH:14]([NH:16][C:17]([C:19]2[N:20]=[C:21](Cl)[O:22][CH:23]=2)=[O:18])[CH3:15])[CH:5]=[C:6]([F:13])[C:7]=1[NH:8][S:9]([CH3:12])(=[O:11])=[O:10].[CH:25]1([C:28]2[CH:29]=[C:30]([OH:34])[CH:31]=[CH:32][CH:33]=2)[CH2:27][CH2:26]1. No catalyst specified. The product is [F:1][C:2]1[CH:3]=[C:4]([CH:14]([NH:16][C:17]([C:19]2[N:20]=[C:21]([O:34][C:30]3[CH:31]=[CH:32][CH:33]=[C:28]([CH:25]4[CH2:27][CH2:26]4)[CH:29]=3)[O:22][CH:23]=2)=[O:18])[CH3:15])[CH:5]=[C:6]([F:13])[C:7]=1[NH:8][S:9]([CH3:12])(=[O:11])=[O:10]. The yield is 0.830. (3) The reactants are [CH2:1]([OH:7])[C@@H:2]([OH:6])[CH2:3][CH2:4][OH:5].O.[C:9]1(C)[CH:14]=CC(S(O)(=O)=O)=C[CH:10]=1.C(=O)([O-])[O-].[Na+].[Na+]. The catalyst is CC(C)=O. The product is [OH:5][CH2:4][CH2:3][C@H:2]1[CH2:1][O:7][C:9]([CH3:14])([CH3:10])[O:6]1. The yield is 0.880. (4) The catalyst is C1COCC1. The reactants are [Si]([O:8][C:9]1([C:12]2[CH:17]=[CH:16][C:15]([CH:18]([CH3:39])[C:19]([NH:21][CH2:22][C:23]3[N:27]([C:28]4[CH:33]=[CH:32][CH:31]=[C:30]([Cl:34])[CH:29]=4)[N:26]=[C:25]([C:35]([F:38])([F:37])[F:36])[CH:24]=3)=[O:20])=[CH:14][C:13]=2[F:40])[CH2:11][CH2:10]1)(C(C)(C)C)(C)C.CCCC[N+](CCCC)(CCCC)CCCC.[F-]. The product is [Cl:34][C:30]1[CH:29]=[C:28]([N:27]2[C:23]([CH2:22][NH:21][C:19](=[O:20])[CH:18]([C:15]3[CH:16]=[CH:17][C:12]([C:9]4([OH:8])[CH2:10][CH2:11]4)=[C:13]([F:40])[CH:14]=3)[CH3:39])=[CH:24][C:25]([C:35]([F:38])([F:36])[F:37])=[N:26]2)[CH:33]=[CH:32][CH:31]=1. The yield is 0.490. (5) The reactants are Br[C:2]1[CH:3]=[CH:4][C:5]([O:8][C:9]2[CH:14]=[CH:13][CH:12]=[CH:11][CH:10]=2)=[N:6][CH:7]=1.C([Li])CCC.CN(C)[CH:22]=[O:23].[BH4-].[Na+]. The catalyst is O.CO.C(OCC)C. The product is [O:8]([C:5]1[N:6]=[CH:7][C:2]([CH2:22][OH:23])=[CH:3][CH:4]=1)[C:9]1[CH:14]=[CH:13][CH:12]=[CH:11][CH:10]=1. The yield is 0.665. (6) The yield is 0.700. The catalyst is CN(C=O)C.CCOC(C)=O. The reactants are [CH2:1]([O:3][C:4]([C:6]1[NH:7][C:8]2[C:13]([CH:14]=1)=[C:12]([Cl:15])[C:11]([Cl:16])=[CH:10][CH:9]=2)=[O:5])[CH3:2].[H-].[Na+].[CH2:19](I)[CH3:20]. The product is [CH2:1]([O:3][C:4]([C:6]1[N:7]([CH2:19][CH3:20])[C:8]2[C:13]([CH:14]=1)=[C:12]([Cl:15])[C:11]([Cl:16])=[CH:10][CH:9]=2)=[O:5])[CH3:2].